From a dataset of Reaction yield outcomes from USPTO patents with 853,638 reactions. Predict the reaction yield, written as a fraction of the theoretical maximum amount of product (1.0 means a 100% yield; for example, 0.34 means a 34% yield). (1) The reactants are [N:1]1([C:10]([C@@H:12]([C@H:22]([CH2:35][OH:36])[O:23][CH2:24][P:25]([O:31][CH:32]([CH3:34])[CH3:33])([O:27][CH:28]([CH3:30])[CH3:29])=[O:26])[O:13]C(=O)C2C=CC=CC=2)=[O:11])[CH:9]=[C:7]([CH3:8])[C:5](=[O:6])[NH:4][C:2]1=[O:3].N. The catalyst is CO. The product is [N:1]1([C:10]([C@@H:12]([C@H:22]([CH2:35][OH:36])[O:23][CH2:24][P:25]([O:31][CH:32]([CH3:34])[CH3:33])([O:27][CH:28]([CH3:30])[CH3:29])=[O:26])[OH:13])=[O:11])[CH:9]=[C:7]([CH3:8])[C:5](=[O:6])[NH:4][C:2]1=[O:3]. The yield is 0.710. (2) The yield is 0.940. The reactants are C(OC([N:11]1[CH2:15][CH2:14][CH2:13][C@@:12]1([C:17]1[NH:18][C:19]2[CH:20]=[CH:21][CH:22]=[C:23]([C:26]([O:28][CH3:29])=[O:27])[C:24]=2[CH:25]=1)[CH3:16])=O)C1C=CC=CC=1.[H][H]. The catalyst is [Pd].CO. The product is [CH3:16][C@:12]1([C:17]2[NH:18][C:19]3[CH:20]=[CH:21][CH:22]=[C:23]([C:26]([O:28][CH3:29])=[O:27])[C:24]=3[CH:25]=2)[CH2:13][CH2:14][CH2:15][NH:11]1. (3) The reactants are [C:1]1([C:19]2[CH:24]=[CH:23][CH:22]=[CH:21][CH:20]=2)[CH:6]=[CH:5][C:4]([C:7]2[CH:8]=[N:9][N:10]([C:12]3[CH:13]=[C:14]([OH:18])[CH:15]=[CH:16][CH:17]=3)[CH:11]=2)=[CH:3][CH:2]=1.Br[C:26]1[CH:31]=[CH:30][CH:29]=[CH:28][N:27]=1.N1C=CC=CC=1C(O)=O.[O-]P([O-])([O-])=O.[K+].[K+].[K+]. The catalyst is [Cu]I. The product is [C:1]1([C:19]2[CH:20]=[CH:21][CH:22]=[CH:23][CH:24]=2)[CH:6]=[CH:5][C:4]([C:7]2[CH:8]=[N:9][N:10]([C:12]3[CH:13]=[C:14]([CH:15]=[CH:16][CH:17]=3)[O:18][C:26]3[CH:31]=[CH:30][CH:29]=[CH:28][N:27]=3)[CH:11]=2)=[CH:3][CH:2]=1. The yield is 0.480. (4) The reactants are [Br:1][C:2]1[NH:10][C:9]2[C:8](=[O:11])[NH:7][C:6](=[O:12])[N:5]([CH3:13])[C:4]=2[N:3]=1.Br[CH2:15][C:16]1[CH:21]=[CH:20][C:19]([Cl:22])=[CH:18][CH:17]=1.C(=O)([O-])[O-].[K+].[K+]. The catalyst is CN(C=O)C.C(OCC)(=O)C. The product is [Br:1][C:2]1[N:10]([CH2:15][C:16]2[CH:21]=[CH:20][C:19]([Cl:22])=[CH:18][CH:17]=2)[C:9]2[C:8](=[O:11])[NH:7][C:6](=[O:12])[N:5]([CH3:13])[C:4]=2[N:3]=1. The yield is 0.649. (5) The reactants are [C:1]([NH:5][C:6]1[C:15]2[C:10](=[CH:11][CH:12]=[C:13]([C:16]3[CH:21]=[CH:20][C:19]([F:22])=[CH:18][C:17]=3[F:23])[CH:14]=2)[N:9]=[C:8]([C:24]2[CH:25]=[N:26][CH:27]=[CH:28][CH:29]=2)[N:7]=1)([CH3:4])([CH3:3])[CH3:2].[CH3:30][S:31]([OH:34])(=[O:33])=[O:32]. The catalyst is C(Cl)Cl.CO. The product is [CH3:30][S:31]([OH:34])(=[O:33])=[O:32].[C:1]([NH:5][C:6]1[C:15]2[C:10](=[CH:11][CH:12]=[C:13]([C:16]3[CH:21]=[CH:20][C:19]([F:22])=[CH:18][C:17]=3[F:23])[CH:14]=2)[N:9]=[C:8]([C:24]2[CH:25]=[N:26][CH:27]=[CH:28][CH:29]=2)[N:7]=1)([CH3:4])([CH3:2])[CH3:3]. The yield is 0.720. (6) The reactants are [CH2:1]([O:3][C:4]([C:6]1[C:15](=[O:16])[C:14]2[C:9](=[N:10][C:11](Br)=[C:12]([CH2:17][C:18]3[CH:23]=[CH:22][CH:21]=[C:20]([Cl:24])[C:19]=3[F:25])[CH:13]=2)[N:8]([C@H:27]([C:32]([CH3:40])([CH3:39])[O:33][SiH2:34][C:35]([CH3:38])([CH3:37])[CH3:36])[C:28]([CH3:31])([CH3:30])[CH3:29])[CH:7]=1)=[O:5])[CH3:2].[CH3:41]B(O)O.C(=O)([O-])[O-].[Na+].[Na+].[Cl-].[NH4+]. The catalyst is COCCOC.C1C=CC([P]([Pd]([P](C2C=CC=CC=2)(C2C=CC=CC=2)C2C=CC=CC=2)([P](C2C=CC=CC=2)(C2C=CC=CC=2)C2C=CC=CC=2)[P](C2C=CC=CC=2)(C2C=CC=CC=2)C2C=CC=CC=2)(C2C=CC=CC=2)C2C=CC=CC=2)=CC=1.C(OCC)(=O)C. The product is [CH2:1]([O:3][C:4]([C:6]1[C:15](=[O:16])[C:14]2[C:9](=[N:10][C:11]([CH3:41])=[C:12]([CH2:17][C:18]3[CH:23]=[CH:22][CH:21]=[C:20]([Cl:24])[C:19]=3[F:25])[CH:13]=2)[N:8]([C@H:27]([C:32]([CH3:40])([CH3:39])[O:33][SiH2:34][C:35]([CH3:38])([CH3:37])[CH3:36])[C:28]([CH3:31])([CH3:30])[CH3:29])[CH:7]=1)=[O:5])[CH3:2]. The yield is 0.630. (7) The yield is 0.819. The catalyst is CN(C=O)C. The reactants are [CH3:1][O:2][C:3](=[O:24])[C@@H:4]([CH3:23])[NH:5][S:6]([C:9]1[CH:14]=[CH:13][C:12]([S:15][C:16]2[CH:21]=[CH:20][C:19]([CH3:22])=[CH:18][CH:17]=2)=[CH:11][CH:10]=1)(=[O:8])=[O:7].Cl.Cl[CH2:27][CH2:28][N:29]1[CH2:34][CH2:33][O:32][CH2:31][CH2:30]1.C(=O)([O-])[O-].[K+].[K+].O. The product is [N:29]1([CH2:28][CH2:27][N:5]([S:6]([C:9]2[CH:10]=[CH:11][C:12]([S:15][C:16]3[CH:21]=[CH:20][C:19]([CH3:22])=[CH:18][CH:17]=3)=[CH:13][CH:14]=2)(=[O:8])=[O:7])[C@@H:4]([C:3]([O:2][CH3:1])=[O:24])[CH3:23])[CH2:34][CH2:33][O:32][CH2:31][CH2:30]1. (8) The reactants are [C:1]([CH2:4][CH:5]([S:15]([OH:18])(=[O:17])=[O:16])[CH2:6][NH:7][C:8](=[O:14])/[CH:9]=[CH:10]\[C:11]([OH:13])=O)([OH:3])=[O:2].CC(N(C)C)=O.C[Si](N[Si](C)(C)C)(C)C. The catalyst is [Cl-].[Cl-].[Zn+2].C1(C)C=CC=CC=1. The product is [O:13]=[C:11]1[CH:10]=[CH:9][C:8](=[O:14])[N:7]1[CH2:6][CH:5]([S:15]([OH:18])(=[O:17])=[O:16])[CH2:4][C:1]([OH:3])=[O:2]. The yield is 0.750.